This data is from Retrosynthesis with 50K atom-mapped reactions and 10 reaction types from USPTO. The task is: Predict the reactants needed to synthesize the given product. (1) Given the product O=c1[nH]cnc2ccncc12, predict the reactants needed to synthesize it. The reactants are: NC=O.Nc1ccncc1C(=O)O. (2) Given the product CCCCCCCCCCCCCCCCNc1ccc(C(=O)OCC(O)CO)c(F)c1, predict the reactants needed to synthesize it. The reactants are: CCCCCCCCCCCCCCCCNc1ccc(C(=O)O)c(F)c1.OCC(O)CI. (3) Given the product C=CCOc1cc(N)c(C(C)=O)cc1C(C)=O, predict the reactants needed to synthesize it. The reactants are: C=CCBr.CC(=O)c1cc(C(C)=O)c(O)cc1N. (4) Given the product Cc1oc(-c2ccc(Br)cc2)nc1CCN1CC[C@@H](CF)C1, predict the reactants needed to synthesize it. The reactants are: Cc1oc(-c2ccc(Br)cc2)nc1CCOS(C)(=O)=O.FC[C@@H]1CCNC1. (5) Given the product COc1ccc2c(c1)CCN(C(=O)c1nc(-c3ccc(F)cc3)nc3ccc(F)cc13)C2, predict the reactants needed to synthesize it. The reactants are: COc1ccc2c(c1)CCNC2.O=C(O)c1nc(-c2ccc(F)cc2)nc2ccc(F)cc12.